Dataset: Reaction yield outcomes from USPTO patents with 853,638 reactions. Task: Predict the reaction yield, written as a fraction of the theoretical maximum amount of product (1.0 means a 100% yield; for example, 0.34 means a 34% yield). (1) The reactants are [CH3:1][O:2][C:3]([C:5]1[CH:6]=[C:7]([Cl:24])[CH:8]=[C:9]2[C:14]=1[NH:13][CH:12]([C:15]1[CH:20]=[CH:19][CH:18]=[C:17](Br)[CH:16]=1)[C:11]([CH3:23])([CH3:22])[CH2:10]2)=[O:4].[NH2:25][C:26]([CH3:31])([CH3:30])[C:27]([OH:29])=[O:28].Cl.CN(C)CC(O)=O.C(=O)([O-])[O-].[K+].[K+]. The catalyst is CS(C)=O.[Cu]I.C(OCC)(=O)C. The product is [CH3:1][O:2][C:3]([C:5]1[CH:6]=[C:7]([Cl:24])[CH:8]=[C:9]2[C:14]=1[NH:13][CH:12]([C:15]1[CH:20]=[CH:19][CH:18]=[C:17]([NH:25][C:26]([C:27]([OH:29])=[O:28])([CH3:31])[CH3:30])[CH:16]=1)[C:11]([CH3:23])([CH3:22])[CH2:10]2)=[O:4]. The yield is 0.240. (2) The yield is 0.950. The reactants are [CH2:1]([N:8]1[C:12]2=[C:13]([N:21]3[CH2:30][CH2:29][C:28]4[C:23](=[CH:24][CH:25]=[CH:26][CH:27]=4)[CH2:22]3)[N:14]=[C:15]([C:17](=[O:20])[CH2:18][CH3:19])[CH:16]=[C:11]2[C:10]([CH3:31])=[C:9]1[CH3:32])[C:2]1[CH:7]=[CH:6][CH:5]=[CH:4][CH:3]=1.[ClH:33].C(N1C2=C(N3CCC4C(=CC=CC=4)C3)N=C(C(=O)CC)C=C2C(C)=C1C)C1C=CC=CC=1.C(=O)(O)[O-].[Na+]. The product is [ClH:33].[CH2:1]([N:8]1[C:12]2=[C:13]([N:21]3[CH2:30][CH2:29][C:28]4[C:23](=[CH:24][CH:25]=[CH:26][CH:27]=4)[CH2:22]3)[N:14]=[C:15]([CH:17]([OH:20])[CH2:18][CH3:19])[CH:16]=[C:11]2[C:10]([CH3:31])=[C:9]1[CH3:32])[C:2]1[CH:3]=[CH:4][CH:5]=[CH:6][CH:7]=1. No catalyst specified. (3) The reactants are [NH2:1][C:2]1[N:6]([C:7]2[CH:12]=[CH:11][C:10]([CH2:13][OH:14])=[CH:9][CH:8]=2)[N:5]=[C:4]([C:15]([CH3:18])([CH3:17])[CH3:16])[CH:3]=1.[OH-].[Na+].Cl[C:22]([O:24][CH2:25][C:26]([Cl:29])([Cl:28])[Cl:27])=[O:23]. The catalyst is CCOC(C)=O. The product is [Cl:27][C:26]([Cl:29])([Cl:28])[CH2:25][O:24][C:22](=[O:23])[NH:1][C:2]1[N:6]([C:7]2[CH:12]=[CH:11][C:10]([CH2:13][OH:14])=[CH:9][CH:8]=2)[N:5]=[C:4]([C:15]([CH3:18])([CH3:17])[CH3:16])[CH:3]=1. The yield is 0.740. (4) The reactants are FC(F)(F)S(O[C:7]1[CH:12]=[CH:11][N:10]([C:13]2[S:14][C:15]([C:19](=[O:28])[NH:20][CH2:21][C:22]3[CH:27]=[CH:26][CH:25]=[CH:24][CH:23]=3)=[C:16]([CH3:18])[N:17]=2)[C:9](=[O:29])[CH:8]=1)(=O)=O.[CH3:32]B1OB(C)OB(C)O1.C(=O)([O-])[O-].[K+].[K+].C(COC)OC. The catalyst is C1C=CC([P]([Pd]([P](C2C=CC=CC=2)(C2C=CC=CC=2)C2C=CC=CC=2)([P](C2C=CC=CC=2)(C2C=CC=CC=2)C2C=CC=CC=2)[P](C2C=CC=CC=2)(C2C=CC=CC=2)C2C=CC=CC=2)(C2C=CC=CC=2)C2C=CC=CC=2)=CC=1.C(OCC)(=O)C.O. The product is [CH2:21]([NH:20][C:19]([C:15]1[S:14][C:13]([N:10]2[CH:11]=[CH:12][C:7]([CH3:32])=[CH:8][C:9]2=[O:29])=[N:17][C:16]=1[CH3:18])=[O:28])[C:22]1[CH:27]=[CH:26][CH:25]=[CH:24][CH:23]=1. The yield is 0.540. (5) The reactants are Br[C:2]1[CH:7]=[C:6]([C:8]2([C:19]3[CH:24]=[C:23]([CH3:25])[C:22]([O:26][CH3:27])=[C:21]([CH3:28])[N:20]=3)[C:16]3[C:11](=[C:12]([F:17])[CH:13]=[CH:14][CH:15]=3)[C:10]([NH2:18])=[N:9]2)[CH:5]=[CH:4][N:3]=1.[N:29]1[CH:34]=[C:33](B(O)O)[CH:32]=[N:31][CH:30]=1. No catalyst specified. The product is [F:17][C:12]1[CH:13]=[CH:14][CH:15]=[C:16]2[C:11]=1[C:10]([NH2:18])=[N:9][C:8]2([C:19]1[CH:24]=[C:23]([CH3:25])[C:22]([O:26][CH3:27])=[C:21]([CH3:28])[N:20]=1)[C:6]1[CH:5]=[CH:4][N:3]=[C:2]([C:33]2[CH:34]=[N:29][CH:30]=[N:31][CH:32]=2)[CH:7]=1. The yield is 0.0700. (6) The catalyst is CO.ClCCCl.CC(C)[O-].[Ti+4].CC(C)[O-].CC(C)[O-].CC(C)[O-]. The reactants are [C:1]1([C:7]2[C:11]([C:12]([F:15])([F:14])[F:13])=[C:10]([C:16]3[O:20][N:19]=[C:18]4[C:21]5[C:26]([CH2:27][CH2:28][C:17]=34)=[CH:25][C:24]([CH:29]=O)=[CH:23][CH:22]=5)[O:9][N:8]=2)[CH:6]=[CH:5][CH:4]=[CH:3][CH:2]=1.[NH:31]1[CH2:34][CH:33]([C:35]([O:37][C:38]([CH3:41])([CH3:40])[CH3:39])=[O:36])[CH2:32]1.CC(O)=O.C(O[BH-](OC(=O)C)OC(=O)C)(=O)C.[Na+].C(=O)(O)[O-].[Na+]. The product is [C:1]1([C:7]2[C:11]([C:12]([F:13])([F:14])[F:15])=[C:10]([C:16]3[O:20][N:19]=[C:18]4[C:21]5[C:26]([CH2:27][CH2:28][C:17]=34)=[CH:25][C:24]([CH2:29][N:31]3[CH2:32][CH:33]([C:35]([O:37][C:38]([CH3:41])([CH3:40])[CH3:39])=[O:36])[CH2:34]3)=[CH:23][CH:22]=5)[O:9][N:8]=2)[CH:2]=[CH:3][CH:4]=[CH:5][CH:6]=1. The yield is 0.790. (7) The reactants are I[C:2]1[CH:7]=[C:6]([I:8])[N:5]=[CH:4][N:3]=1.[C:9]1([CH2:15][CH:16]([NH2:30])[C:17]2[N:21]([CH2:22][O:23][CH2:24][CH2:25][Si:26]([CH3:29])([CH3:28])[CH3:27])[N:20]=[N:19][N:18]=2)[CH:14]=[CH:13][CH:12]=[CH:11][CH:10]=1.C(O)C.C(N(CC)C(C)C)(C)C. The catalyst is O.C(OCC)(=O)C. The yield is 0.430. The product is [I:8][C:6]1[N:5]=[CH:4][N:3]=[C:2]([NH:30][CH:16]([C:17]2[N:21]([CH2:22][O:23][CH2:24][CH2:25][Si:26]([CH3:27])([CH3:29])[CH3:28])[N:20]=[N:19][N:18]=2)[CH2:15][C:9]2[CH:10]=[CH:11][CH:12]=[CH:13][CH:14]=2)[CH:7]=1. (8) The reactants are [F:1][C:2]([F:17])([F:16])[C:3]1[C:11]2[CH2:10]C[CH2:8][CH2:7][C:6]=2[N:5]([CH2:12][C:13]([OH:15])=O)[N:4]=1.CN(C=[O:22])C.[S:23]1[C:27]2C=CC=C[C:26]=2[CH:25]=[C:24]1[C:32](=[NH:34])[NH2:33].Cl.C(N=C=NCCCN(C)C)C.O.ON1C2C=CC=CC=2N=N1. The catalyst is C(OCC)(=O)C. The product is [S:23]1[CH:27]=[CH:26][CH:25]=[C:24]1[C:32]1[N:34]=[C:13]([CH2:12][N:5]2[C:6]3[CH2:7][CH2:8][O:22][CH2:10][C:11]=3[C:3]([C:2]([F:1])([F:16])[F:17])=[N:4]2)[O:15][N:33]=1. The yield is 0.490. (9) The reactants are [H-].[Na+].[OH:3][C:4]1[CH:5]=[C:6]2[C:10](=[CH:11][CH:12]=1)[C:9](=[O:13])[NH:8][CH2:7]2.F[C:15]1[CH:20]=[CH:19][C:18]([N+:21]([O-:23])=[O:22])=[CH:17][CH:16]=1.O. The catalyst is CN(C=O)C. The product is [C:9]1(=[O:13])[C:10]2[C:6](=[CH:5][C:4]([O:3][C:15]3[CH:20]=[CH:19][C:18]([N+:21]([O-:23])=[O:22])=[CH:17][CH:16]=3)=[CH:12][CH:11]=2)[CH2:7][NH:8]1. The yield is 0.890.